Dataset: Forward reaction prediction with 1.9M reactions from USPTO patents (1976-2016). Task: Predict the product of the given reaction. Given the reactants Cl[C:2]1[N:3]=[N:4][CH:5]=[C:6]([Cl:8])[CH:7]=1.[CH:9]([C:11]1[CH:12]=[C:13](B(O)O)[CH:14]=[CH:15][CH:16]=1)=[O:10], predict the reaction product. The product is: [Cl:8][C:6]1[CH:7]=[C:2]([C:15]2[CH:16]=[C:11]([CH:12]=[CH:13][CH:14]=2)[CH:9]=[O:10])[N:3]=[N:4][CH:5]=1.